Dataset: Experimentally validated miRNA-target interactions with 360,000+ pairs, plus equal number of negative samples. Task: Binary Classification. Given a miRNA mature sequence and a target amino acid sequence, predict their likelihood of interaction. The miRNA is hsa-miR-296-3p with sequence GAGGGUUGGGUGGAGGCUCUCC. The protein sequence of the target gene is MAPSHLSVREMREDEKPLVLEMLKAGVKDTENRVALHALTRPPALLLLAAASSGLRFVLASFALALLLPVFLAVAAVKLGLRARWGSLPPPGGLGGPWVAVRGSGDVCGVLALAPGTNAGDGARVTRLSVSRWHRRRGVGRRLLAFAEARARAWAGGMGEPRARLVVPVAVAAWGVGGMLEGCGYQAEGGWGCLGYTLVREFSKDL. Result: 1 (interaction).